Predict which catalyst facilitates the given reaction. From a dataset of Catalyst prediction with 721,799 reactions and 888 catalyst types from USPTO. (1) Reactant: O[C:2]12[CH2:21][CH:20]([O:22][CH3:23])[CH2:19][CH:3]1[NH:4][C:5]([C:7]1[C:8]([CH3:18])=[CH:9][C:10]([CH3:17])=[C:11]([CH:16]=1)[C:12]([O:14][CH3:15])=[O:13])=[N:6]2.C1(C)C=CC(S(O)(=O)=O)=CC=1. Product: [CH3:23][O:22][CH:20]1[CH2:21][C:2]2[NH:6][C:5]([C:7]3[C:8]([CH3:18])=[CH:9][C:10]([CH3:17])=[C:11]([CH:16]=3)[C:12]([O:14][CH3:15])=[O:13])=[N:4][C:3]=2[CH2:19]1. The catalyst class is: 9. (2) Reactant: Br[CH2:2][CH2:3][O:4][C:5]1[CH:6]=[C:7]([CH:13]=[CH:14][CH:15]=1)[C:8]([O:10][CH2:11][CH3:12])=[O:9].C(=O)([O-])[O-].[K+].[K+].[F:22][C:23]1([F:28])[CH2:27][CH2:26][NH:25][CH2:24]1. Product: [F:22][C:23]1([F:28])[CH2:27][CH2:26][N:25]([CH2:2][CH2:3][O:4][C:5]2[CH:6]=[C:7]([CH:13]=[CH:14][CH:15]=2)[C:8]([O:10][CH2:11][CH3:12])=[O:9])[CH2:24]1. The catalyst class is: 10. (3) Product: [Cl:40][C:41]1[CH:60]=[CH:59][C:44]([CH:45]=[C:46]2[CH2:47][CH2:48][N:49]([C:52]([O:54][C:55]([CH3:56])([CH3:57])[CH3:58])=[O:53])[CH2:50][CH2:51]2)=[C:43]([F:61])[CH:42]=1.[Cl:40][C:41]1[CH:60]=[CH:59][C:44]([CH2:45][CH:46]2[CH2:47][CH2:48][N:49]([C:52]([O:54][C:55]([CH3:56])([CH3:57])[CH3:58])=[O:53])[CH2:50][CH2:51]2)=[C:43]([F:61])[CH:42]=1. Reactant: ClC1C=CC(C=C2CCN(C(OC(C)(C)C)=O)CC2)=CC=1F.BrCC1C=CC(Cl)=CC=1F.C([SiH](CC)CC)C.[Cl:40][C:41]1[CH:60]=[CH:59][C:44]([CH:45]=[C:46]2[CH2:51][CH2:50][N:49]([C:52]([O:54][C:55]([CH3:58])([CH3:57])[CH3:56])=[O:53])[CH2:48][CH2:47]2)=[C:43]([F:61])[CH:42]=1. The catalyst class is: 43. (4) Reactant: [CH2:1]([C@@H:4]1[CH2:8][O:7][C:6](=[O:9])[NH:5]1)[C:2]#[CH:3].C([O-])([O-])=O.[Cs+].[Cs+].[CH2:16](Br)[CH:17]=[CH2:18]. Product: [CH2:18]([N:5]1[C@H:4]([CH2:1][C:2]#[CH:3])[CH2:8][O:7][C:6]1=[O:9])[CH:17]=[CH2:16]. The catalyst class is: 9. (5) Reactant: [C:1]([N:4]1[C:13]2[C:8](=[N:9][CH:10]=[CH:11][CH:12]=2)[CH:7]([NH2:14])[CH2:6][CH:5]1[CH3:15])(=[O:3])[CH3:2].[Cl:16][C:17]1[CH:22]=[CH:21][C:20](B(O)O)=[CH:19][CH:18]=1.C([O-])(=O)C.N1C=CC=CC=1. Product: [C:1]([N:4]1[C:13]2[C:8](=[N:9][CH:10]=[CH:11][CH:12]=2)[C@H:7]([NH:14][C:20]2[CH:21]=[CH:22][C:17]([Cl:16])=[CH:18][CH:19]=2)[CH2:6][C@@H:5]1[CH3:15])(=[O:3])[CH3:2]. The catalyst class is: 3.